This data is from Reaction yield outcomes from USPTO patents with 853,638 reactions. The task is: Predict the reaction yield, written as a fraction of the theoretical maximum amount of product (1.0 means a 100% yield; for example, 0.34 means a 34% yield). (1) The reactants are [Cl:1][C:2]1[CH:32]=[CH:31][C:5]([CH2:6][C:7]2[CH:8]=[C:9]([C:25]3[CH:30]=[CH:29][N:28]=[CH:27][CH:26]=3)[S:10][C:11]=2[C:12]2[N:16]=[CH:15][N:14](COCC[Si](C)(C)C)[N:13]=2)=[CH:4][CH:3]=1.C(Cl)Cl.FC(F)(F)C(O)=O. No catalyst specified. The product is [Cl:1][C:2]1[CH:32]=[CH:31][C:5]([CH2:6][C:7]2[CH:8]=[C:9]([C:25]3[CH:30]=[CH:29][N:28]=[CH:27][CH:26]=3)[S:10][C:11]=2[C:12]2[NH:16][CH:15]=[N:14][N:13]=2)=[CH:4][CH:3]=1. The yield is 0.970. (2) The reactants are Cl[C:2]1[CH:3]=[CH:4][N:5]2[C:10]([C:11]=1[CH3:12])=[C:9]([CH:13]1[CH2:15][CH2:14]1)[CH:8]=[C:7]([C:16]([O:18][CH3:19])=[O:17])[C:6]2=[O:20].C(=O)([O-])[O-].[Cs+].[Cs+].CC1(C)C(C)(C)OB([C:35]2[CH:36]=[C:37]3[C:41](=[CH:42][CH:43]=2)[NH:40][N:39]=[CH:38]3)O1.COCCOC. The catalyst is C(Cl)Cl.O.C1(P(C2C=CC=CC=2)[C-]2C=CC=C2)C=CC=CC=1.[C-]1(P(C2C=CC=CC=2)C2C=CC=CC=2)C=CC=C1.[Fe+2].[Pd](Cl)Cl. The product is [CH:13]1([C:9]2[CH:8]=[C:7]([C:16]([O:18][CH3:19])=[O:17])[C:6](=[O:20])[N:5]3[C:10]=2[C:11]([CH3:12])=[C:2]([C:35]2[CH:36]=[C:37]4[C:41](=[CH:42][CH:43]=2)[NH:40][N:39]=[CH:38]4)[CH:3]=[CH:4]3)[CH2:15][CH2:14]1. The yield is 0.720. (3) The reactants are [Br:1][C:2]1[CH:3]=[C:4]([CH2:11][OH:12])[CH:5]=[C:6]([Br:10])[C:7]=1[CH2:8]Br.BrCC1C=C(Cl)C(CC2C=C(C(C)C)[C:23](=O)[NH:24]N=2)=C(Cl)C=1. No catalyst specified. The product is [Br:1][C:2]1[CH:3]=[C:4]([CH2:11][OH:12])[CH:5]=[C:6]([Br:10])[C:7]=1[CH2:8][C:23]#[N:24]. The yield is 0.780. (4) The reactants are [CH2:1]([N:8]1[CH2:12][C@@H:11]([CH2:13][C:14]([F:17])([F:16])[F:15])[C@H:10]([C:18]([O:20][CH2:21][CH3:22])=[O:19])[CH2:9]1)C1C=CC=CC=1.[CH3:35][C:34]([O:33][C:31](O[C:31]([O:33][C:34]([CH3:37])([CH3:36])[CH3:35])=[O:32])=[O:32])([CH3:37])[CH3:36]. The catalyst is CCO.[OH-].[OH-].[Pd+2]. The product is [C:34]([O:33][C:31](=[O:32])[CH2:1][N:8]1[CH2:12][C@@H:11]([CH2:13][C:14]([F:15])([F:16])[F:17])[C@H:10]([C:18]([O:20][CH2:21][CH3:22])=[O:19])[CH2:9]1)([CH3:35])([CH3:36])[CH3:37]. The yield is 0.730. (5) The catalyst is CO.[Pd]. The yield is 1.00. The product is [F:24][C:2]1([F:1])[CH2:7][CH:6]2[NH:8][CH:3]1[CH2:4][CH:5]2[C:19]([O:21][CH3:22])=[O:20]. The reactants are [F:1][C:2]1([F:24])[CH2:7][CH:6]2[N:8](C(OCC3C=CC=CC=3)=O)[CH:3]1[CH2:4][C@H:5]2[C:19]([O:21][CH2:22]C)=[O:20]. (6) The reactants are C([N:8]1[CH2:22][CH2:21][CH2:20][C:11]2([C:15]3[CH:16]=[CH:17][CH:18]=[CH:19][C:14]=3[CH2:13][O:12]2)[CH2:10][CH2:9]1)C1C=CC=CC=1.[H][H]. The catalyst is CO.[Pd]. The product is [C:11]12([CH2:20][CH2:21][CH2:22][NH:8][CH2:9][CH2:10]1)[C:15]1[CH:16]=[CH:17][CH:18]=[CH:19][C:14]=1[CH2:13][O:12]2. The yield is 0.900.